From a dataset of Reaction yield outcomes from USPTO patents with 853,638 reactions. Predict the reaction yield, written as a fraction of the theoretical maximum amount of product (1.0 means a 100% yield; for example, 0.34 means a 34% yield). (1) The reactants are C([O:3][C:4]([C:6]1[CH:11]=[CH:10][C:9]([C:12]2[CH:17]=[CH:16][CH:15]=[C:14]([CH3:18])[CH:13]=2)=[CH:8][CH:7]=1)=[O:5])C.[OH-].[Na+]. The catalyst is O1CCCC1. The product is [CH3:18][C:14]1[CH:13]=[C:12]([C:9]2[CH:10]=[CH:11][C:6]([C:4]([OH:5])=[O:3])=[CH:7][CH:8]=2)[CH:17]=[CH:16][CH:15]=1. The yield is 0.997. (2) The reactants are Cl[C:2]1[CH:7]=[CH:6][N:5]=[C:4]2[CH:8]=[C:9]([C:11]([N:13]3[CH2:17][CH2:16][CH2:15][CH2:14]3)=[O:12])[S:10][C:3]=12.C([O-])([O-])=O.[K+].[K+].[F:24][C:25]1[CH:30]=[C:29]([N+:31]([O-:33])=[O:32])[CH:28]=[CH:27][C:26]=1[OH:34].CO.CCOC(C)=O. The catalyst is C1(OC2C=CC=CC=2)C=CC=CC=1. The product is [F:24][C:25]1[CH:30]=[C:29]([N+:31]([O-:33])=[O:32])[CH:28]=[CH:27][C:26]=1[O:34][C:2]1[CH:7]=[CH:6][N:5]=[C:4]2[CH:8]=[C:9]([C:11]([N:13]3[CH2:17][CH2:16][CH2:15][CH2:14]3)=[O:12])[S:10][C:3]=12. The yield is 0.930. (3) The reactants are [F:1][C:2]([F:23])([F:22])[C:3]1[CH:4]=[C:5]([CH:19]=[CH:20][CH:21]=1)[O:6][C:7]1[CH:8]=[C:9]([C:13]2[S:17][C:16]([NH2:18])=[N:15][N:14]=2)[CH:10]=[CH:11][CH:12]=1.[F:24][C:25]([F:36])([F:35])[C:26](O[C:26](=[O:27])[C:25]([F:36])([F:35])[F:24])=[O:27]. The catalyst is ClCCl. The product is [F:24][C:25]([F:36])([F:35])[C:26]([NH:18][C:16]1[S:17][C:13]([C:9]2[CH:10]=[CH:11][CH:12]=[C:7]([O:6][C:5]3[CH:19]=[CH:20][CH:21]=[C:3]([C:2]([F:22])([F:1])[F:23])[CH:4]=3)[CH:8]=2)=[N:14][N:15]=1)=[O:27]. The yield is 0.950. (4) The product is [C:2]([NH:12][CH2:11][CH2:10][CH2:15][CH2:16][N:12]1[C:11](=[N:29][C:30]2[C:31]([CH3:38])=[CH:32][C:33]([CH3:37])=[CH:34][C:35]=2[CH3:36])[CH:10]=[C:15]2[C:16]3[C:21]([CH2:22][CH2:23][N:14]2[C:13]1=[O:28])=[CH:20][C:19]([O:24][CH3:25])=[C:18]([O:26][CH3:27])[CH:17]=3)(=[O:1])[NH2:3]. The yield is 0.640. The reactants are [O-:1][C:2]#[N:3].[Na+].NCCCC[C:10]1[C:11](=[N:29][C:30]2[C:35]([CH3:36])=[CH:34][C:33]([CH3:37])=[CH:32][C:31]=2[CH3:38])[NH:12][C:13](=[O:28])[N:14]2[CH2:23][CH2:22][C:21]3[C:16](=[CH:17][C:18]([O:26][CH3:27])=[C:19]([O:24][CH3:25])[CH:20]=3)[C:15]=12. The catalyst is O. (5) The reactants are Br[CH2:2][CH2:3][CH2:4][O:5][C:6](=[O:28])[C:7]([C:10]1[CH:19]=[C:18]2[C:13]([C@@H:14]3[CH2:25][C:24]([CH3:26])=[CH:23][CH2:22][C@H:15]3[C:16]([CH3:21])([CH3:20])[O:17]2)=[C:12]([OH:27])[CH:11]=1)([CH3:9])[CH3:8].[N-:29]=[N+:30]=[N-:31].C([N+](CCCC)(CCCC)CCCC)CCC. The catalyst is ClCCl. The product is [N:29]([CH2:2][CH2:3][CH2:4][O:5][C:6](=[O:28])[C:7]([C:10]1[CH:19]=[C:18]2[C:13]([C@@H:14]3[CH2:25][C:24]([CH3:26])=[CH:23][CH2:22][C@H:15]3[C:16]([CH3:21])([CH3:20])[O:17]2)=[C:12]([OH:27])[CH:11]=1)([CH3:9])[CH3:8])=[N+:30]=[N-:31]. The yield is 0.700. (6) The reactants are [NH2:1][OH:2].[C:3]([OH:11])(=[O:10])[C:4]1[CH:9]=[CH:8][CH:7]=[CH:6][CH:5]=1. The catalyst is C1(C)C=CC=CC=1.CC(C)=O. The product is [C:3]([OH:11])(=[O:10])[C:4]1[CH:9]=[CH:8][CH:7]=[CH:6][CH:5]=1.[NH2:1][OH:2]. The yield is 0.658. (7) The reactants are [C:1]([OH:9])(=[O:8])/[C:2](=[C:4](\[CH:6]=[O:7])/Cl)/Cl.[C:10]1(B(O)O)[CH:15]=[CH:14][CH:13]=[CH:12][CH:11]=1.[F-].[Cs+]. The catalyst is Cl[Pd](Cl)([P](C1C=CC=CC=1)(C1C=CC=CC=1)C1C=CC=CC=1)[P](C1C=CC=CC=1)(C1C=CC=CC=1)C1C=CC=CC=1. The product is [OH:8][CH:1]1[O:9][C:6](=[O:7])[C:4]([C:10]2[CH:15]=[CH:14][CH:13]=[CH:12][CH:11]=2)=[C:2]1[C:10]1[CH:15]=[CH:14][CH:13]=[CH:12][CH:11]=1. The yield is 0.710.